Predict the reactants needed to synthesize the given product. From a dataset of Full USPTO retrosynthesis dataset with 1.9M reactions from patents (1976-2016). (1) Given the product [CH:27]1([NH:1][CH:2]2[CH2:3][N:4]([C:6]([C:8]3[CH:9]=[C:10]([CH:23]=[CH:24][C:25]=3[F:26])[CH2:11][C:12]3[C:21]4[C:16](=[CH:17][CH:18]=[CH:19][CH:20]=4)[C:15](=[O:22])[NH:14][N:13]=3)=[O:7])[CH2:5]2)[CH2:30][CH2:29][CH2:28]1, predict the reactants needed to synthesize it. The reactants are: [NH2:1][CH:2]1[CH2:5][N:4]([C:6]([C:8]2[CH:9]=[C:10]([CH:23]=[CH:24][C:25]=2[F:26])[CH2:11][C:12]2[C:21]3[C:16](=[CH:17][CH:18]=[CH:19][CH:20]=3)[C:15](=[O:22])[NH:14][N:13]=2)=[O:7])[CH2:3]1.[C:27]1(=O)[CH2:30][CH2:29][CH2:28]1.C(O[BH-](OC(=O)C)OC(=O)C)(=O)C.[Na+]. (2) Given the product [Cl:1][C:2]1[CH:7]=[CH:6][C:5]([C@H:8]2[C@@H:12]([C:13]3[CH:14]=[CH:15][C:16]([Cl:19])=[CH:17][CH:18]=3)[N:11]([C:20]([N:22]3[CH2:27][CH2:26][N:25]([CH2:28][C:29]([N:31]4[CH2:36][CH2:35][O:34][CH2:33][CH2:32]4)=[O:30])[CH2:24][CH2:23]3)=[O:21])[C:10]([C:37]3[C:38]([O:52][CH2:53][CH3:54])=[CH:39][C:40]([Cl:51])=[C:41]([S:43]([NH2:46])(=[O:45])=[O:44])[CH:42]=3)=[N:9]2)=[CH:4][CH:3]=1.[F:55][C:56]([F:61])([F:60])[C:57]([O-:59])=[O:58], predict the reactants needed to synthesize it. The reactants are: [Cl:1][C:2]1[CH:7]=[CH:6][C:5]([C@H:8]2[C@@H:12]([C:13]3[CH:18]=[CH:17][C:16]([Cl:19])=[CH:15][CH:14]=3)[N:11]([C:20]([N:22]3[CH2:27][CH2:26][N:25]([CH2:28][C:29]([N:31]4[CH2:36][CH2:35][O:34][CH2:33][CH2:32]4)=[O:30])[CH2:24][CH2:23]3)=[O:21])[C:10]([C:37]3[C:38]([O:52][CH2:53][CH3:54])=[CH:39][C:40]([Cl:51])=[C:41]([S:43]([NH:46]C(C)(C)C)(=[O:45])=[O:44])[CH:42]=3)=[N:9]2)=[CH:4][CH:3]=1.[F:55][C:56]([F:61])([F:60])[C:57]([OH:59])=[O:58]. (3) The reactants are: [OH:1][C:2]1[C:7]2[C:8](=[O:14])[O:9][C:10]([CH3:13])([CH3:12])[O:11][C:6]=2[CH:5]=[CH:4][CH:3]=1.[CH:15]1(O)[CH2:20][CH2:19][CH2:18][CH2:17][CH2:16]1.C1(P(C2C=CC=CC=2)C2C=CC=CC=2)C=CC=CC=1.N(C(OC(C)C)=O)=NC(OC(C)C)=O. Given the product [CH:15]1([O:1][C:2]2[C:7]3[C:8](=[O:14])[O:9][C:10]([CH3:12])([CH3:13])[O:11][C:6]=3[CH:5]=[CH:4][CH:3]=2)[CH2:20][CH2:19][CH2:18][CH2:17][CH2:16]1, predict the reactants needed to synthesize it. (4) The reactants are: [C:1]([O:5][C:6]([N:8]1[CH2:12][CH2:11][CH2:10][CH:9]1[C:13]1[NH:14][C:15]([C:18]2[CH:23]=[CH:22][C:21]([C:24]3[CH:29]=[CH:28][N:27]=[C:26]([O:30][CH2:31][C:32]4[CH:37]=[CH:36][CH:35]=[CH:34][CH:33]=4)[CH:25]=3)=[CH:20][CH:19]=2)=[CH:16][N:17]=1)=[O:7])([CH3:4])([CH3:3])[CH3:2].[H-].[Na+].[CH3:40][Si:41]([CH3:48])([CH3:47])[CH2:42][CH2:43][O:44][CH2:45]Cl.[Cl-].[NH4+]. Given the product [C:1]([O:5][C:6]([N:8]1[CH2:12][CH2:11][CH2:10][CH:9]1[C:13]1[N:14]([CH2:45][O:44][CH2:43][CH2:42][Si:41]([CH3:48])([CH3:47])[CH3:40])[C:15]([C:18]2[CH:23]=[CH:22][C:21]([C:24]3[CH:29]=[CH:28][N:27]=[C:26]([O:30][CH2:31][C:32]4[CH:37]=[CH:36][CH:35]=[CH:34][CH:33]=4)[CH:25]=3)=[CH:20][CH:19]=2)=[CH:16][N:17]=1)=[O:7])([CH3:4])([CH3:2])[CH3:3], predict the reactants needed to synthesize it. (5) Given the product [ClH:1].[ClH:1].[NH2:43][C@H:40]1[CH2:41][CH2:42][N:38]([CH2:36][CH:35]([C:29]2([OH:28])[CH2:34][CH2:33][CH2:32][CH2:31][CH2:30]2)[C:51]2[C:60]3[C:55](=[CH:56][CH:57]=[CH:58][CH:59]=3)[CH:54]=[CH:53][CH:52]=2)[CH2:39]1, predict the reactants needed to synthesize it. The reactants are: [ClH:1].Cl.N[C@H]1CCN(C(C2C3C(=CC=CC=3)C=CC=2)CC2(O)CCCCC2)C1.[OH:28][C:29]1([CH:35]([C:51]2[C:60]3[C:55](=[CH:56][CH:57]=[CH:58][CH:59]=3)[CH:54]=[CH:53][CH:52]=2)[C:36]([N:38]2[CH2:42][CH2:41][C@H:40]([NH:43]C(=O)OC(C)(C)C)[CH2:39]2)=O)[CH2:34][CH2:33][CH2:32][CH2:31][CH2:30]1. (6) Given the product [ClH:2].[Cl:2][C:3]1[CH:4]=[CH:5][C:6]([C:7]([NH:9][CH2:10][C@H:11]([NH:13][C:14]2[CH:19]=[N:18][C:17](/[CH:20]=[CH:21]/[C:22]([NH:23][OH:24])=[O:31])=[CH:16][N:15]=2)[CH3:12])=[O:8])=[CH:32][CH:33]=1, predict the reactants needed to synthesize it. The reactants are: Cl.[Cl:2][C:3]1[CH:33]=[CH:32][C:6]([C:7]([NH:9][CH2:10][C@H:11]([NH:13][C:14]2[CH:19]=[N:18][C:17](/[CH:20]=[CH:21]/[C:22](=[O:31])[NH:23][O:24]C3CCCCO3)=[CH:16][N:15]=2)[CH3:12])=[O:8])=[CH:5][CH:4]=1.CCOC(C)=O.CCOCC.